This data is from Forward reaction prediction with 1.9M reactions from USPTO patents (1976-2016). The task is: Predict the product of the given reaction. (1) Given the reactants [Br:1][C:2]1[CH:3]=[C:4]2[C:8](=[CH:9][C:10]=1[O:11][CH2:12][C:13]([CH3:15])=[CH2:14])[N:7]([CH3:16])[C:6]([CH2:17][OH:18])=[CH:5]2.N1C=CN=C1.[CH3:24][C:25]([Si:28](Cl)([CH3:30])[CH3:29])([CH3:27])[CH3:26], predict the reaction product. The product is: [Br:1][C:2]1[CH:3]=[C:4]2[C:8](=[CH:9][C:10]=1[O:11][CH2:12][C:13]([CH3:15])=[CH2:14])[N:7]([CH3:16])[C:6]([CH2:17][O:18][Si:28]([C:25]([CH3:27])([CH3:26])[CH3:24])([CH3:30])[CH3:29])=[CH:5]2. (2) Given the reactants COC1C=C(OC)C=CC=1C[NH:6][C:7]1[CH:8]=[C:9]2[C:14](=[CH:15][C:16]=1[N+:17]([O-:19])=[O:18])[NH:13][C:12](=[O:20])[N:11]([NH:21][S:22]([CH3:25])(=[O:24])=[O:23])[C:10]2=[O:26].FC(F)(F)C(O)=O, predict the reaction product. The product is: [NH2:6][C:7]1[CH:8]=[C:9]2[C:14](=[CH:15][C:16]=1[N+:17]([O-:19])=[O:18])[NH:13][C:12](=[O:20])[N:11]([NH:21][S:22]([CH3:25])(=[O:23])=[O:24])[C:10]2=[O:26]. (3) Given the reactants [C:1]([O:5][C:6]([N:8]1[CH2:14][CH2:13][C:12]2[C:15]([S:20][CH2:21][C:22]3[CH:27]=[CH:26][C:25]([C:28](O)=[O:29])=[CH:24][CH:23]=3)=[C:16]([Cl:19])[CH:17]=[CH:18][C:11]=2[CH2:10][CH2:9]1)=[O:7])([CH3:4])([CH3:3])[CH3:2].B, predict the reaction product. The product is: [C:1]([O:5][C:6]([N:8]1[CH2:14][CH2:13][C:12]2[C:15]([S:20][CH2:21][C:22]3[CH:23]=[CH:24][C:25]([CH2:28][OH:29])=[CH:26][CH:27]=3)=[C:16]([Cl:19])[CH:17]=[CH:18][C:11]=2[CH2:10][CH2:9]1)=[O:7])([CH3:4])([CH3:2])[CH3:3]. (4) The product is: [CH3:1][C:2]1[CH:3]([OH:14])[C:4]([CH3:13])([CH2:8][CH:9]=[C:10]([CH3:12])[CH3:11])[CH2:5][CH2:6][CH:7]=1. Given the reactants [CH3:1][C:2]1[C:3](=[O:14])[C:4]([CH3:13])([CH2:8][CH:9]=[C:10]([CH3:12])[CH3:11])[CH2:5][CH2:6][CH:7]=1.[H-].[Al+3].[Li+].[H-].[H-].[H-], predict the reaction product. (5) Given the reactants Cl.[Cl:2][C:3]1[CH:8]=[C:7]([F:9])[CH:6]=[CH:5][C:4]=1[NH:10]N.[CH2:12]1[CH2:19][C:17](=O)[C:15](=[O:16])[CH2:14][CH2:13]1, predict the reaction product. The product is: [Cl:2][C:3]1[CH:8]=[C:7]([F:9])[CH:6]=[C:5]2[C:4]=1[NH:10][C:14]1[C:15](=[O:16])[CH2:17][CH2:19][CH2:12][C:13]2=1. (6) Given the reactants [CH2:1]([Sn:5](Cl)([CH2:10][CH2:11][CH2:12][CH3:13])[CH2:6][CH2:7][CH2:8][CH3:9])[CH2:2][CH2:3][CH3:4].C[Si]([N-][Si](C)(C)C)(C)C.[Li+].C1COCC1.[Si:30]([O:37][CH2:38][CH2:39][S:40][C:41]1[N:42]=[CH:43][N:44]2[CH:48]=[CH:47][S:46][C:45]=12)([C:33]([CH3:36])([CH3:35])[CH3:34])([CH3:32])[CH3:31].[Cl-].[NH4+], predict the reaction product. The product is: [Si:30]([O:37][CH2:38][CH2:39][S:40][C:41]1[N:42]=[CH:43][N:44]2[CH:48]=[C:47]([Sn:5]([CH2:10][CH2:11][CH2:12][CH3:13])([CH2:6][CH2:7][CH2:8][CH3:9])[CH2:1][CH2:2][CH2:3][CH3:4])[S:46][C:45]=12)([C:33]([CH3:36])([CH3:34])[CH3:35])([CH3:32])[CH3:31]. (7) Given the reactants Cl[C:2]1[C:7]([N+:8]([O-:10])=[O:9])=[CH:6][C:5]([CH3:11])=[C:4]([Cl:12])[N:3]=1.[NH2:13][C:14]1[CH:19]=[CH:18][C:17]([CH2:20][CH2:21][OH:22])=[CH:16][CH:15]=1, predict the reaction product. The product is: [Cl:12][C:4]1[N:3]=[C:2]([NH:13][C:14]2[CH:19]=[CH:18][C:17]([CH2:20][CH2:21][OH:22])=[CH:16][CH:15]=2)[C:7]([N+:8]([O-:10])=[O:9])=[CH:6][C:5]=1[CH3:11]. (8) Given the reactants [OH:1][CH2:2][CH2:3][C:4]([C:7]1[CH:12]=[CH:11][C:10]([O:13][CH3:14])=[CH:9][C:8]=1[OH:15])([CH3:6])[CH3:5].C1(C)C=CC(S(O)(=O)=O)=CC=1, predict the reaction product. The product is: [CH3:14][O:13][C:10]1[CH:9]=[C:8]2[C:7]([C:4]([CH3:6])([CH3:5])[CH2:3][C:2](=[O:1])[O:15]2)=[CH:12][CH:11]=1. (9) The product is: [CH3:1][O:2][C:3]1[CH:4]=[CH:5][C:6]([CH2:7][N:8]2[C:12]([CH2:13][NH:14][C:26](=[O:27])[O:25][C:22]([CH3:24])([CH3:23])[CH3:21])=[CH:11][C:10]([C:15]([F:16])([F:17])[F:18])=[N:9]2)=[CH:19][CH:20]=1. Given the reactants [CH3:1][O:2][C:3]1[CH:20]=[CH:19][C:6]([CH2:7][N:8]2[C:12]([CH2:13][NH2:14])=[CH:11][C:10]([C:15]([F:18])([F:17])[F:16])=[N:9]2)=[CH:5][CH:4]=1.[CH3:21][C:22]([O:25][C:26](O[C:26]([O:25][C:22]([CH3:24])([CH3:23])[CH3:21])=[O:27])=[O:27])([CH3:24])[CH3:23].C(OCC)(=O)C.CCCCCC, predict the reaction product.